Dataset: Forward reaction prediction with 1.9M reactions from USPTO patents (1976-2016). Task: Predict the product of the given reaction. (1) Given the reactants [CH:1]1[C:10]2[CH2:9][CH2:8][CH2:7][CH2:6][C:5]=2[CH:4]=[CH:3][C:2]=1[OH:11].BrC1C=C(O)C=CC=1.[C:20]1([CH:26]([C:38]2[CH:43]=[CH:42][CH:41]=[CH:40][CH:39]=2)[N:27]2[C:35]3[C:30](=[CH:31][CH:32]=[CH:33][CH:34]=3)[C:29](=[O:36])[C:28]2=[O:37])[CH:25]=[CH:24][CH:23]=[CH:22][CH:21]=1.FC(F)(F)C1OC(CN2C3C(=CC=CC=3)C(=O)C2=O)=CC=1, predict the reaction product. The product is: [C:38]1([CH:26]([C:20]2[CH:25]=[CH:24][CH:23]=[CH:22][CH:21]=2)[N:27]2[C:35]3[C:30](=[CH:31][CH:32]=[CH:33][CH:34]=3)[C:29]([OH:36])([C:3]3[C:2]([OH:11])=[CH:1][C:10]4[CH2:9][CH2:8][CH2:7][CH2:6][C:5]=4[CH:4]=3)[C:28]2=[O:37])[CH:39]=[CH:40][CH:41]=[CH:42][CH:43]=1. (2) Given the reactants [Br:1][C:2]1[CH:3]=[C:4]([CH2:11]O)[CH:5]=[N:6][C:7]=1[O:8][CH2:9][CH3:10].S(Cl)([Cl:15])=O.C([O-])(O)=O.[Na+], predict the reaction product. The product is: [Br:1][C:2]1[C:7]([O:8][CH2:9][CH3:10])=[N:6][CH:5]=[C:4]([CH2:11][Cl:15])[CH:3]=1. (3) Given the reactants Br[C:2]1[S:3][C:4]2[CH:10]=[C:9]([O:11][CH3:12])[CH:8]=[CH:7][C:5]=2[N:6]=1.COCCOC.C(=O)([O-])[O-].[Na+].[Na+].[CH3:25][O:26][C:27]([C:29]1[CH:30]=[C:31](B(O)O)[CH:32]=[CH:33][CH:34]=1)=[O:28], predict the reaction product. The product is: [CH3:12][O:11][C:9]1[CH:8]=[CH:7][C:5]2[N:6]=[C:2]([C:33]3[CH:34]=[C:29]([CH:30]=[CH:31][CH:32]=3)[C:27]([O:26][CH3:25])=[O:28])[S:3][C:4]=2[CH:10]=1. (4) Given the reactants C[O:2][C:3](=[O:27])[C@@H:4]([N:12]1[CH2:16][C:15]([O:17][C:18]2[CH:23]=[CH:22][CH:21]=[CH:20][C:19]=2[S:24][CH3:25])=[CH:14][C:13]1=[O:26])[CH2:5][CH:6]1[CH2:11][CH2:10][CH2:9][CH2:8][CH2:7]1.[OH-].[Li+], predict the reaction product. The product is: [CH:6]1([CH2:5][C@H:4]([N:12]2[CH2:16][C:15]([O:17][C:18]3[CH:23]=[CH:22][CH:21]=[CH:20][C:19]=3[S:24][CH3:25])=[CH:14][C:13]2=[O:26])[C:3]([OH:27])=[O:2])[CH2:11][CH2:10][CH2:9][CH2:8][CH2:7]1. (5) Given the reactants Cl[C:2]1[S:3][C:4]([C:13]([O:15]CC)=[O:14])=[C:5]([C:7]2[CH:12]=[CH:11][CH:10]=[CH:9][CH:8]=2)[N:6]=1.C(N(CC)CC)C.[C:25]1([CH:31]2[CH2:36][CH2:35][NH:34][CH2:33][CH2:32]2)[CH:30]=[CH:29][CH:28]=[CH:27][CH:26]=1.[OH-].[Na+], predict the reaction product. The product is: [C:7]1([C:5]2[N:6]=[C:2]([N:34]3[CH2:35][CH2:36][CH:31]([C:25]4[CH:30]=[CH:29][CH:28]=[CH:27][CH:26]=4)[CH2:32][CH2:33]3)[S:3][C:4]=2[C:13]([OH:15])=[O:14])[CH:8]=[CH:9][CH:10]=[CH:11][CH:12]=1. (6) The product is: [Cl:1][C:2]1[CH:3]=[C:4]2[C:8](=[CH:9][CH:10]=1)[N:7]([C:11]1[N:15]([CH3:16])[N:14]=[C:13]([CH3:17])[C:12]=1/[CH:18]=[CH:21]/[C:22]([OH:24])=[O:23])[CH:6]=[CH:5]2. Given the reactants [Cl:1][C:2]1[CH:3]=[C:4]2[C:8](=[CH:9][CH:10]=1)[N:7]([C:11]1[N:15]([CH3:16])[N:14]=[C:13]([CH3:17])[C:12]=1[CH:18]=O)[CH:6]=[CH:5]2.C(O)(=O)[CH2:21][C:22]([OH:24])=[O:23].N1CCCCC1, predict the reaction product. (7) Given the reactants C(OC([NH:8][NH:9][CH:10]1[CH2:13][N:12]([CH:14]([C:21]2[CH:26]=[CH:25][CH:24]=[CH:23][CH:22]=2)[C:15]2[CH:20]=[CH:19][CH:18]=[CH:17][CH:16]=2)[CH2:11]1)=O)(C)(C)C.[ClH:27], predict the reaction product. The product is: [ClH:27].[ClH:27].[ClH:27].[CH:14]([N:12]1[CH2:11][CH:10]([NH:9][NH2:8])[CH2:13]1)([C:21]1[CH:26]=[CH:25][CH:24]=[CH:23][CH:22]=1)[C:15]1[CH:20]=[CH:19][CH:18]=[CH:17][CH:16]=1. (8) Given the reactants [F:1][C:2]1[CH:7]=[CH:6][C:5]([C:8]2[C:13]([CH3:14])=[CH:12][CH:11]=[CH:10][N:9]=2)=[CH:4][CH:3]=1.ClC1C=CC=C(C(OO)=[O:23])C=1, predict the reaction product. The product is: [F:1][C:2]1[CH:3]=[CH:4][C:5]([C:8]2[C:13]([CH3:14])=[CH:12][CH:11]=[CH:10][N+:9]=2[O-:23])=[CH:6][CH:7]=1. (9) Given the reactants [Br:1][C:2]1[CH:3]=[C:4]([CH:8]=[C:9]([O:11][CH3:12])[CH:10]=1)[C:5](O)=[O:6].S(Cl)(Cl)=O.C[N:18](C=O)C, predict the reaction product. The product is: [Br:1][C:2]1[CH:3]=[C:4]([CH:8]=[C:9]([O:11][CH3:12])[CH:10]=1)[C:5]([NH2:18])=[O:6]. (10) Given the reactants [CH3:1][C:2]1[NH:3][C:4]2[C:9]([C:10]=1[CH3:11])=[CH:8][C:7]([NH:12][C:13]1[C:22]3[C:17](=[CH:18][C:19]([OH:25])=[C:20]([O:23][CH3:24])[CH:21]=3)[N:16]=[CH:15][N:14]=1)=[CH:6][CH:5]=2.O[CH2:27][CH2:28][CH2:29][N:30]1[CH2:34][CH2:33][CH2:32][C:31]1=[O:35], predict the reaction product. The product is: [CH3:1][C:2]1[NH:3][C:4]2[C:9]([C:10]=1[CH3:11])=[CH:8][C:7]([NH:12][C:13]1[C:22]3[C:17](=[CH:18][C:19]([O:25][CH2:27][CH2:28][CH2:29][N:30]4[CH2:34][CH2:33][CH2:32][C:31]4=[O:35])=[C:20]([O:23][CH3:24])[CH:21]=3)[N:16]=[CH:15][N:14]=1)=[CH:6][CH:5]=2.